From a dataset of Full USPTO retrosynthesis dataset with 1.9M reactions from patents (1976-2016). Predict the reactants needed to synthesize the given product. (1) Given the product [F:45][C:21]1[CH:20]=[C:19]([F:46])[C:18]([C:7]2[C:2]([F:1])=[N:3][CH:4]=[CH:5][CH:6]=2)=[CH:23][C:22]=1[C@:24]12[CH2:33][CH2:32][CH2:31][CH2:30][C@H:29]1[CH2:28][S:27][C:26]([NH2:34])=[N:25]2, predict the reactants needed to synthesize it. The reactants are: [F:1][C:2]1[C:7](B(O)O)=[CH:6][CH:5]=[CH:4][N:3]=1.C(=O)([O-])[O-].[Na+].[Na+].Br[C:18]1[C:19]([F:46])=[CH:20][C:21]([F:45])=[C:22]([C@:24]23[CH2:33][CH2:32][CH2:31][CH2:30][C@H:29]2[CH2:28][S:27][C:26]([NH:34]C(=O)OCC2C=CC=CC=2)=[N:25]3)[CH:23]=1.I[Si](C)(C)C.C(=O)(O)[O-].[Na+]. (2) Given the product [ClH:43].[CH3:24][NH:23][CH2:22][C:13]1[CH:14]=[C:15]([C:16]2[CH:21]=[CH:20][CH:19]=[CH:18][CH:17]=2)[N:11]([S:8]([C:4]2[CH:5]=[N:6][CH:7]=[C:2]([CH:3]=2)[C:32]#[N:33])(=[O:9])=[O:10])[CH:12]=1, predict the reactants needed to synthesize it. The reactants are: Br[C:2]1[CH:3]=[C:4]([S:8]([N:11]2[C:15]([C:16]3[CH:21]=[CH:20][CH:19]=[CH:18][CH:17]=3)=[CH:14][C:13]([CH2:22][N:23](C)[C:24](=O)OC(C)(C)C)=[CH:12]2)(=[O:10])=[O:9])[CH:5]=[N:6][CH:7]=1.[CH3:32][N:33](C)C=O.C(OCC)(=O)C.[ClH:43]. (3) Given the product [CH3:22][O:23][C@@H:24]1[CH2:28][CH2:27][N:26]([C:11]2[N:16]=[CH:15][C:14]([C:17]([O:19][CH3:20])=[O:18])=[CH:13][N:12]=2)[CH2:25]1, predict the reactants needed to synthesize it. The reactants are: C(N(C(C)C)CC)(C)C.Cl[C:11]1[N:16]=[CH:15][C:14]([C:17]([O:19][CH3:20])=[O:18])=[CH:13][N:12]=1.Cl.[CH3:22][O:23][C@@H:24]1[CH2:28][CH2:27][NH:26][CH2:25]1. (4) Given the product [Cl:39][C:29]1[CH:30]=[CH:31][C:32]([NH:33][C:34]([CH:36]2[CH2:37][CH2:38]2)=[O:35])=[C:27]2[C:28]=1[CH2:40][N:1]([CH:2]([C:6]1[CH:11]=[CH:10][C:9]([O:12][CH3:13])=[C:8]([O:14][CH2:15][CH3:16])[CH:7]=1)[CH2:3][C:4]#[N:5])[C:26]2=[O:25], predict the reactants needed to synthesize it. The reactants are: [NH2:1][CH:2]([C:6]1[CH:11]=[CH:10][C:9]([O:12][CH3:13])=[C:8]([O:14][CH2:15][CH3:16])[CH:7]=1)[CH2:3][C:4]#[N:5].CCN(CC)CC.C[O:25][C:26](=O)[C:27]1[C:32]([NH:33][C:34]([CH:36]2[CH2:38][CH2:37]2)=[O:35])=[CH:31][CH:30]=[C:29]([Cl:39])[C:28]=1[CH2:40]Br. (5) The reactants are: [N+:1]([C:4]1[CH:5]=[C:6]2[C:10](=[CH:11][C:12]=1[N+:13]([O-])=O)[NH:9][N:8]=[CH:7]2)([O-])=O. Given the product [NH2:1][C:4]1[CH:5]=[C:6]2[C:10](=[CH:11][C:12]=1[NH2:13])[NH:9][N:8]=[CH:7]2, predict the reactants needed to synthesize it. (6) The reactants are: [NH2:1][CH2:2][CH2:3][CH2:4][C:5]([OH:7])=[O:6].C([O-])([O-])=O.[K+].[K+].[C:14](O[C:14]([O:16][C:17]([CH3:20])([CH3:19])[CH3:18])=[O:15])([O:16][C:17]([CH3:20])([CH3:19])[CH3:18])=[O:15]. Given the product [C:17]([O:16][C:14]([NH:1][CH2:2][CH2:3][CH2:4][C:5]([OH:7])=[O:6])=[O:15])([CH3:20])([CH3:19])[CH3:18], predict the reactants needed to synthesize it. (7) Given the product [CH3:1][C:2]1[CH:3]=[CH:4][C:5]([NH:8][C:9]2[CH:14]=[C:13]([N:15]3[CH2:16][CH2:17][CH2:18][CH2:19][CH2:20]3)[N:12]=[C:11]([N:21]3[CH2:22][CH2:23][N:24]([C:28]4[C:33]([CH3:34])=[CH:32][CH:31]=[CH:30][N:29]=4)[CH2:25][CH2:26]3)[N:10]=2)=[CH:6][CH:7]=1, predict the reactants needed to synthesize it. The reactants are: [CH3:1][C:2]1[CH:7]=[CH:6][C:5]([NH:8][C:9]2[CH:14]=[C:13]([N:15]3[CH2:20][CH2:19][CH2:18][CH2:17][CH2:16]3)[N:12]=[C:11]([N:21]3[CH2:26][CH2:25][NH:24][CH2:23][CH2:22]3)[N:10]=2)=[CH:4][CH:3]=1.Br[C:28]1[C:33]([CH3:34])=[CH:32][CH:31]=[CH:30][N:29]=1.CC(C)([O-])C.[Na+].